From a dataset of Full USPTO retrosynthesis dataset with 1.9M reactions from patents (1976-2016). Predict the reactants needed to synthesize the given product. Given the product [Br:1][C:2]1[CH:3]=[C:4]([CH:9]2[C:14]([C:15]([O:17][CH3:18])=[O:16])=[C:13]([CH2:19][Br:31])[NH:12][C:11]3[CH2:20][O:21][CH2:22][C:23](=[O:24])[C:10]2=3)[CH:5]=[CH:6][C:7]=1[F:8], predict the reactants needed to synthesize it. The reactants are: [Br:1][C:2]1[CH:3]=[C:4]([CH:9]2[C:14]([C:15]([O:17][CH3:18])=[O:16])=[C:13]([CH3:19])[NH:12][C:11]3[CH2:20][O:21][CH2:22][C:23](=[O:24])[C:10]2=3)[CH:5]=[CH:6][C:7]=1[F:8].N1C=CC=CC=1.[Br-:31].[Br-].[Br-].[NH+]1C=CC=CC=1.[NH+]1C=CC=CC=1.[NH+]1C=CC=CC=1.